From a dataset of Full USPTO retrosynthesis dataset with 1.9M reactions from patents (1976-2016). Predict the reactants needed to synthesize the given product. (1) Given the product [O:32]1[CH2:33][CH2:34][CH:29]([C:27]([N:21]2[CH2:26][CH2:25][N:24]([CH:1]([C:4]3[CH:5]=[C:6]4[C:11](=[CH:12][CH:13]=3)[CH2:10][N:9]([C:14]([O:16][C:17]([CH3:20])([CH3:19])[CH3:18])=[O:15])[CH2:8][CH2:7]4)[CH3:2])[CH2:23][CH2:22]2)=[O:28])[CH2:30][CH2:31]1, predict the reactants needed to synthesize it. The reactants are: [C:1]([C:4]1[CH:5]=[C:6]2[C:11](=[CH:12][CH:13]=1)[CH2:10][N:9]([C:14]([O:16][C:17]([CH3:20])([CH3:19])[CH3:18])=[O:15])[CH2:8][CH2:7]2)(=O)[CH3:2].[N:21]1([C:27]([CH:29]2[CH2:34][CH2:33][O:32][CH2:31][CH2:30]2)=[O:28])[CH2:26][CH2:25][NH:24][CH2:23][CH2:22]1.[BH4-].[Na+]. (2) The reactants are: CO[C:3]([CH3:5])=[CH2:4].[CH3:6][O:7][C:8]([C:10]1[S:11][C:12]([C:16]2[CH:21]=[CH:20][C:19]([Cl:22])=[CH:18][CH:17]=2)=[CH:13][C:14]=1[NH2:15])=[O:9].C(O[BH-](OC(=O)C)OC(=O)C)(=O)C.[Na+].C(=O)(O)[O-].[Na+]. Given the product [Cl:22][C:19]1[CH:20]=[CH:21][C:16]([C:12]2[S:11][C:10]([C:8]([O:7][CH3:6])=[O:9])=[C:14]([NH:15][CH:3]([CH3:5])[CH3:4])[CH:13]=2)=[CH:17][CH:18]=1, predict the reactants needed to synthesize it.